This data is from Catalyst prediction with 721,799 reactions and 888 catalyst types from USPTO. The task is: Predict which catalyst facilitates the given reaction. (1) Reactant: [F:1][C:2]1[CH:7]=[C:6]([O:8][C:9]2[CH:14]=[CH:13][N:12]=[C:11]([NH:15][C:16]([N:18]([CH3:26])[CH:19]3[CH2:24][CH2:23][N:22]([CH3:25])[CH2:21][CH2:20]3)=[O:17])[CH:10]=2)[CH:5]=[CH:4][C:3]=1[NH:27][C:28]([C:30]1([C:33](O)=[O:34])[CH2:32][CH2:31]1)=[O:29].[CH2:36]([NH2:43])[C:37]1[CH:42]=[CH:41][CH:40]=[CH:39][CH:38]=1.C(N(CC)CC)C.F[P-](F)(F)(F)(F)F.N1(O[P+](N(C)C)(N(C)C)N(C)C)C2C=CC=CC=2N=N1. Product: [CH2:36]([NH:43][C:33]([C:30]1([C:28]([NH:27][C:3]2[CH:4]=[CH:5][C:6]([O:8][C:9]3[CH:14]=[CH:13][N:12]=[C:11]([NH:15][C:16]([N:18]([CH3:26])[CH:19]4[CH2:20][CH2:21][N:22]([CH3:25])[CH2:23][CH2:24]4)=[O:17])[CH:10]=3)=[CH:7][C:2]=2[F:1])=[O:29])[CH2:32][CH2:31]1)=[O:34])[C:37]1[CH:42]=[CH:41][CH:40]=[CH:39][CH:38]=1. The catalyst class is: 9. (2) Reactant: [Cl:1][C:2]1[CH:11]=[C:10]([O:12][CH3:13])[C:9]2[CH:8](Cl)[CH2:7][CH2:6][CH2:5][C:4]=2[N:3]=1.C([O-])([O-])=O.[K+].[K+].[CH2:21]([NH:23][C:24]1[C:33]2[C:28](=[CH:29][CH:30]=[CH:31][CH:32]=2)[CH:27]=[CH:26][CH:25]=1)[CH3:22]. Product: [Cl:1][C:2]1[CH:11]=[C:10]([O:12][CH3:13])[C:9]2[CH:8]([N:23]([CH2:21][CH3:22])[C:24]3[C:33]4[C:28](=[CH:29][CH:30]=[CH:31][CH:32]=4)[CH:27]=[CH:26][CH:25]=3)[CH2:7][CH2:6][CH2:5][C:4]=2[N:3]=1. The catalyst class is: 23. (3) Reactant: Cl[Sn]Cl.[CH2:4]([C:12]1[N:13]([CH2:24][CH3:25])[C:14]2[C:19]([CH:20]=1)=[CH:18][C:17]([N+:21]([O-])=O)=[CH:16][CH:15]=2)[CH2:5][C:6]1[CH:11]=[CH:10][CH:9]=[CH:8][CH:7]=1.C([O-])(O)=O.[Na+]. Product: [CH2:4]([C:12]1[N:13]([CH2:24][CH3:25])[C:14]2[C:19]([CH:20]=1)=[CH:18][C:17]([NH2:21])=[CH:16][CH:15]=2)[CH2:5][C:6]1[CH:11]=[CH:10][CH:9]=[CH:8][CH:7]=1. The catalyst class is: 20. (4) Reactant: C([O:8][C:9]1[CH:14]=[CH:13][C:12]([C:15]2[O:19][C:18]([CH3:21])([CH3:20])[C:17](=[O:22])[C:16]=2[C:23]2[CH:28]=[CH:27][C:26]([O:29][CH3:30])=[CH:25][CH:24]=2)=[CH:11][CH:10]=1)C1C=CC=CC=1. Product: [OH:8][C:9]1[CH:10]=[CH:11][C:12]([C:15]2[O:19][C:18]([CH3:20])([CH3:21])[C:17](=[O:22])[C:16]=2[C:23]2[CH:24]=[CH:25][C:26]([O:29][CH3:30])=[CH:27][CH:28]=2)=[CH:13][CH:14]=1. The catalyst class is: 105. (5) Reactant: [CH:1]([C:3]1[C:4]([C:24]([F:27])([F:26])[F:25])=[N:5][N:6]([C:14]2[CH:19]=[CH:18][C:17]([S:20]([NH2:23])(=[O:22])=[O:21])=[CH:16][CH:15]=2)[C:7]=1[C:8]1[CH:13]=[CH:12][CH:11]=[CH:10][CH:9]=1)=[O:2].[BH4-].[Na+]. Product: [OH:2][CH2:1][C:3]1[C:4]([C:24]([F:25])([F:27])[F:26])=[N:5][N:6]([C:14]2[CH:19]=[CH:18][C:17]([S:20]([NH2:23])(=[O:21])=[O:22])=[CH:16][CH:15]=2)[C:7]=1[C:8]1[CH:13]=[CH:12][CH:11]=[CH:10][CH:9]=1. The catalyst class is: 5. (6) Reactant: C(O[C:5](=[O:7])[CH3:6])(=O)C.FC(F)(F)C([O-])=O.[N+:15]([C:18]1[CH:19]=[N:20][C:21]2[CH2:22][CH2:23][NH2+:24][CH2:25][C:26]=2[CH:27]=1)([O-:17])=[O:16]. Product: [C:5]([N:24]1[CH2:23][CH2:22][C:21]2[N:20]=[CH:19][C:18]([N+:15]([O-:17])=[O:16])=[CH:27][C:26]=2[CH2:25]1)(=[O:7])[CH3:6]. The catalyst class is: 17. (7) Reactant: [Cl:1][C:2]1[N:10]=[C:9]2[C:5]([N:6]=[C:7]([CH:13]=O)[N:8]2[CH2:11][CH3:12])=[C:4]([N:15]2[CH2:20][CH2:19][O:18][CH2:17][CH2:16]2)[N:3]=1.[F:21][C:22]1([F:32])[CH2:25][N:24]([CH:26]2[CH2:31][CH2:30][NH:29][CH2:28][CH2:27]2)[CH2:23]1.C(O[BH-](OC(=O)C)OC(=O)C)(=O)C.[Na+].O. Product: [Cl:1][C:2]1[N:10]=[C:9]2[C:5]([N:6]=[C:7]([CH2:13][N:29]3[CH2:30][CH2:31][CH:26]([N:24]4[CH2:23][C:22]([F:32])([F:21])[CH2:25]4)[CH2:27][CH2:28]3)[N:8]2[CH2:11][CH3:12])=[C:4]([N:15]2[CH2:20][CH2:19][O:18][CH2:17][CH2:16]2)[N:3]=1. The catalyst class is: 26.